Dataset: Forward reaction prediction with 1.9M reactions from USPTO patents (1976-2016). Task: Predict the product of the given reaction. (1) Given the reactants [CH3:1][O:2][C:3]1[CH:4]=[C:5]2[C:10](=[CH:11][C:12]=1[O:13][CH3:14])[N:9]=[CH:8][CH:7]=[C:6]2[O:15][C:16]1[C:22]([CH3:23])=[CH:21][C:19]([NH2:20])=[C:18]([CH3:24])[CH:17]=1.C1(C)C=CC=CC=1.C(N(CC)CC)C.ClC(Cl)(O[C:43](=[O:49])[O:44][C:45](Cl)(Cl)Cl)Cl.[F:51][C:52]1[CH:53]=[C:54]([CH:60]=[CH:61][CH:62]=1)[O:55][CH2:56][CH2:57]CO, predict the reaction product. The product is: [CH3:1][O:2][C:3]1[CH:4]=[C:5]2[C:10](=[CH:11][C:12]=1[O:13][CH3:14])[N:9]=[CH:8][CH:7]=[C:6]2[O:15][C:16]1[C:22]([CH3:23])=[CH:21][C:19]([NH:20][C:43](=[O:49])[O:44][CH2:45][CH2:57][CH2:56][O:55][C:54]2[CH:60]=[CH:61][CH:62]=[C:52]([F:51])[CH:53]=2)=[C:18]([CH3:24])[CH:17]=1. (2) Given the reactants [C:1]([C:5]1[CH:6]=[CH:7][C:8]([OH:14])=[C:9]([CH:13]=1)[C:10]([OH:12])=O)([CH3:4])([CH3:3])[CH3:2].[NH2:15][C:16]1[CH:21]=[CH:20][C:19]([C:22]([F:25])([F:24])[F:23])=[CH:18][C:17]=1[Cl:26], predict the reaction product. The product is: [C:1]([C:5]1[CH:6]=[CH:7][C:8]([OH:14])=[C:9]([CH:13]=1)[C:10]([NH:15][C:16]1[CH:21]=[CH:20][C:19]([C:22]([F:23])([F:24])[F:25])=[CH:18][C:17]=1[Cl:26])=[O:12])([CH3:2])([CH3:3])[CH3:4]. (3) Given the reactants [Cl:1][C:2]1[C:3]2[C:10]([I:11])=[CH:9][NH:8][C:4]=2[N:5]=[CH:6][N:7]=1.[CH3:12][N:13]1[CH2:17][CH:16]2[CH2:18][CH:19](O)[CH2:20][CH:15]2[CH2:14]1.C1(P(C2C=CC=CC=2)C2C=CC=CC=2)C=CC=CC=1.CCOC(/N=N/C(OCC)=O)=O, predict the reaction product. The product is: [Cl:1][C:2]1[C:3]2[C:10]([I:11])=[CH:9][N:8]([CH:19]3[CH2:20][CH:15]4[CH2:14][N:13]([CH3:12])[CH2:17][CH:16]4[CH2:18]3)[C:4]=2[N:5]=[CH:6][N:7]=1.